The task is: Predict the reactants needed to synthesize the given product.. This data is from Full USPTO retrosynthesis dataset with 1.9M reactions from patents (1976-2016). (1) Given the product [N:1]([C:2]1[CH:12]=[CH:11][C:5]([C:6]([NH:8][CH2:9][CH3:10])=[O:7])=[CH:4][C:3]=1[O:13][CH2:14][CH3:15])=[N+:20]=[N-:21], predict the reactants needed to synthesize it. The reactants are: [NH2:1][C:2]1[CH:12]=[CH:11][C:5]([C:6]([NH:8][CH2:9][CH3:10])=[O:7])=[CH:4][C:3]=1[O:13][CH2:14][CH3:15].N([O-])=O.[Na+].[N-:20]=[N+:21]=[N-].[Na+]. (2) Given the product [N:1]1([C:5]2[N:10]=[CH:9][N:8]=[C:7]3[N:11]([CH3:21])[N:12]=[C:13]([C:14]4[CH:15]=[N:16][N:17]([CH3:20])[C:18]=4[C:27]4[CH:28]=[CH:29][C:24]([CH:22]=[O:23])=[CH:25][CH:26]=4)[C:6]=23)[CH2:4][CH2:3][CH2:2]1, predict the reactants needed to synthesize it. The reactants are: [N:1]1([C:5]2[N:10]=[CH:9][N:8]=[C:7]3[N:11]([CH3:21])[N:12]=[C:13]([C:14]4[CH:15]=[N:16][N:17]([CH3:20])[C:18]=4Br)[C:6]=23)[CH2:4][CH2:3][CH2:2]1.[CH:22]([C:24]1[CH:29]=[CH:28][C:27](B(O)O)=[CH:26][CH:25]=1)=[O:23].C(=O)([O-])[O-].[Na+].[Na+].O. (3) Given the product [Cl:1][C:2]1[C:19]([F:20])=[CH:18][CH:17]=[C:16]([F:21])[C:3]=1[CH2:4][N:5]1[CH2:10][CH2:9][NH:8][C:7]2[N:11]=[CH:12][C:13]([C:28]3[CH:27]=[CH:26][N:25]=[C:24]([N:38]4[CH2:43][CH2:42][O:41][CH2:40][CH2:39]4)[C:23]=3[F:22])=[CH:14][C:6]1=2, predict the reactants needed to synthesize it. The reactants are: [Cl:1][C:2]1[C:19]([F:20])=[CH:18][CH:17]=[C:16]([F:21])[C:3]=1[CH2:4][N:5]1[CH2:10][CH2:9][NH:8][C:7]2[N:11]=[CH:12][C:13](I)=[CH:14][C:6]1=2.[F:22][C:23]1[C:24]([N:38]2[CH2:43][CH2:42][O:41][CH2:40][CH2:39]2)=[N:25][CH:26]=[CH:27][C:28]=1B1OC(C)(C)C(C)(C)O1. (4) Given the product [N:21]1([C:26]2[CH:27]=[C:28]([NH:29][C:12]([C:10]3[CH2:9][CH2:8][CH2:7][C:6]4[CH:1]=[CH:2][CH:3]=[CH:4][C:5]=4[CH:11]=3)=[O:14])[CH:30]=[CH:31][CH:32]=2)[CH:25]=[CH:24][N:23]=[CH:22]1, predict the reactants needed to synthesize it. The reactants are: [CH:1]1[C:6]2[CH2:7][CH2:8][CH2:9][C:10]([C:12]([OH:14])=O)=[CH:11][C:5]=2[CH:4]=[CH:3][CH:2]=1.C(Cl)(=O)C(Cl)=O.[N:21]1([C:26]2[CH:27]=[C:28]([CH:30]=[CH:31][CH:32]=2)[NH2:29])[CH:25]=[CH:24][N:23]=[CH:22]1.